This data is from Reaction yield outcomes from USPTO patents with 853,638 reactions. The task is: Predict the reaction yield, written as a fraction of the theoretical maximum amount of product (1.0 means a 100% yield; for example, 0.34 means a 34% yield). (1) The reactants are Cl[C:2]1[N:3]=[CH:4][C:5]([O:11][CH3:12])=[C:6]2[CH:10]=[CH:9][NH:8][C:7]=12.[NH:13]1[CH:17]=[N:16][C:15]([C:18]#[N:19])=[N:14]1. The catalyst is N1C=CC=CC=1.CCOC(C)=O.[Cu]I. The product is [CH3:12][O:11][C:5]1[CH:4]=[N:3][C:2]([N:13]2[CH:17]=[N:16][C:15]([C:18]#[N:19])=[N:14]2)=[C:7]2[NH:8][CH:9]=[CH:10][C:6]=12. The yield is 0.380. (2) The reactants are C(C1NC=CN=1)(C1NC=CN=1)=O.[C:13]([O:17][C:18]([NH:20][C:21]1([C:25]([OH:27])=O)[CH2:24][O:23][CH2:22]1)=[O:19])([CH3:16])([CH3:15])[CH3:14].O[N:29]=[C:30]([C:32]1[CH:33]=[CH:34][C:35]([CH3:50])=[C:36]([NH:38][C:39]([C:41]2[N:45]3[CH:46]=[CH:47][CH:48]=[CH:49][C:44]3=[N:43][CH:42]=2)=[O:40])[CH:37]=1)[NH2:31]. The catalyst is CN1C(=O)CCC1. The product is [N:43]1[CH:42]=[C:41]([C:39]([NH:38][C:36]2[CH:37]=[C:32]([C:30]3[N:29]=[C:25]([C:21]4([NH:20][C:18](=[O:19])[O:17][C:13]([CH3:14])([CH3:15])[CH3:16])[CH2:22][O:23][CH2:24]4)[O:27][N:31]=3)[CH:33]=[CH:34][C:35]=2[CH3:50])=[O:40])[N:45]2[CH:46]=[CH:47][CH:48]=[CH:49][C:44]=12. The yield is 0.650.